The task is: Predict the product of the given reaction.. This data is from Forward reaction prediction with 1.9M reactions from USPTO patents (1976-2016). Given the reactants [NH:1]1[CH:5]=[CH:4][CH:3]=[N:2]1.CC([O-])(C)C.[K+].[Br:12][C:13]1[CH:18]=[CH:17][CH:16]=[C:15](Br)[N:14]=1, predict the reaction product. The product is: [Br:12][C:13]1[CH:18]=[CH:17][CH:16]=[C:15]([N:1]2[CH:5]=[CH:4][CH:3]=[N:2]2)[N:14]=1.